This data is from Catalyst prediction with 721,799 reactions and 888 catalyst types from USPTO. The task is: Predict which catalyst facilitates the given reaction. (1) Reactant: [NH2:1][C:2]1[CH:7]=[C:6]([CH3:8])[C:5]([NH:9][C:10](=[O:17])[CH2:11][CH:12]2[CH2:16][CH2:15][CH2:14][CH2:13]2)=[C:4]([Cl:18])[CH:3]=1.Cl[CH2:20][CH2:21][O:22][CH2:23][CH2:24]Cl.[I-].[K+]. Product: [Cl:18][C:4]1[CH:3]=[C:2]([N:1]2[CH2:24][CH2:23][O:22][CH2:21][CH2:20]2)[CH:7]=[C:6]([CH3:8])[C:5]=1[NH:9][C:10](=[O:17])[CH2:11][CH:12]1[CH2:13][CH2:14][CH2:15][CH2:16]1. The catalyst class is: 8. (2) Reactant: [O:1]1[C:5]2[CH:6]=[CH:7][C:8]([C:10](=O)[C:11]#[C:12][CH2:13][C:14]3([C:22]4[CH:27]=[CH:26][CH:25]=[C:24]([Cl:28])[CH:23]=4)[O:18][C:17]([CH3:20])([CH3:19])[O:16][C:15]3=[O:21])=[CH:9][C:4]=2[O:3][CH2:2]1.[Cl:30][C:31]1[CH:36]=[CH:35][C:34]([Cl:37])=[CH:33][C:32]=1[NH:38][NH2:39]. Product: [O:1]1[C:5]2[CH:6]=[CH:7][C:8]([C:10]3[N:38]([C:32]4[CH:33]=[C:34]([Cl:37])[CH:35]=[CH:36][C:31]=4[Cl:30])[N:39]=[C:12]([CH2:13][C:14]4([C:22]5[CH:27]=[CH:26][CH:25]=[C:24]([Cl:28])[CH:23]=5)[O:18][C:17]([CH3:20])([CH3:19])[O:16][C:15]4=[O:21])[CH:11]=3)=[CH:9][C:4]=2[O:3][CH2:2]1. The catalyst class is: 14. (3) Reactant: [CH2:1]([N:4]1[CH2:10][CH2:9][CH2:8][CH2:7][C:6]([CH2:19][CH3:20])([C:11]2[CH:16]=[CH:15][CH:14]=[C:13]([O:17][CH3:18])[CH:12]=2)[C:5]1=[O:21])[CH:2]=C.[O:22]=[O+][O-].[BH4-].[Na+]. Product: [CH2:19]([C:6]1([C:11]2[CH:16]=[CH:15][CH:14]=[C:13]([O:17][CH3:18])[CH:12]=2)[CH2:7][CH2:8][CH2:9][CH2:10][N:4]([CH2:1][CH2:2][OH:22])[C:5]1=[O:21])[CH3:20]. The catalyst class is: 5. (4) Reactant: [CH3:1][C:2]1[CH:7]=[C:6]([O:8][C:9]2[CH:14]=[CH:13][CH:12]=[CH:11][CH:10]=2)[CH:5]=[C:4]([CH3:15])[C:3]=1[C:16](=[O:18])[CH3:17].[Br-:19].[Br-].[Br-].C([N+](CCCC)(CCCC)CCCC)CCC.C([N+](CCCC)(CCCC)CCCC)CCC.C([N+](CCCC)(CCCC)CCCC)CCC. Product: [Br:19][CH2:17][C:16]([C:3]1[C:4]([CH3:15])=[CH:5][C:6]([O:8][C:9]2[CH:14]=[CH:13][CH:12]=[CH:11][CH:10]=2)=[CH:7][C:2]=1[CH3:1])=[O:18]. The catalyst class is: 10. (5) Product: [ClH:31].[ClH:31].[NH2:7][C@H:8]([CH2:21][C:22]1[CH:27]=[CH:26][C:25]([F:28])=[C:24]([F:29])[CH:23]=1)[CH2:9][C:10]([N:12]1[CH2:17][CH2:16][N:15]2[CH:18]=[CH:19][N:20]=[C:14]2[CH2:13]1)=[O:11]. Reactant: CC(C)(OC([NH:7][C@H:8]([CH2:21][C:22]1[CH:27]=[CH:26][C:25]([F:28])=[C:24]([F:29])[CH:23]=1)[CH2:9][C:10]([N:12]1[CH2:17][CH2:16][N:15]2[CH:18]=[CH:19][N:20]=[C:14]2[CH2:13]1)=[O:11])=O)C.[ClH:31]. The catalyst class is: 5. (6) Reactant: [CH2:1]([N:3]([CH2:13][CH3:14])[C:4]1[CH:11]=[CH:10][C:7]([CH:8]=[O:9])=[C:6]([OH:12])[CH:5]=1)[CH3:2].C(=O)([O-])[O-].[K+].[K+].C(=O)([O-])[O-].[Cs+].[Cs+].I[CH:28]([CH3:30])[CH3:29]. Product: [CH2:13]([N:3]([CH2:1][CH3:2])[C:4]1[CH:11]=[CH:10][C:7]([CH:8]=[O:9])=[C:6]([O:12][CH:28]([CH3:30])[CH3:29])[CH:5]=1)[CH3:14]. The catalyst class is: 9. (7) Reactant: [CH:1]1[C:11]2[CH2:10][CH2:9][C:8]3[CH:12]=[CH:13][CH:14]=[CH:15][C:7]=3[N:6]([CH2:16][CH:17]([OH:34])[CH2:18][NH:19][S:20]([C:23]3[CH:28]=[CH:27][C:26]([O:29][C:30]([F:33])([F:32])[F:31])=[CH:25][CH:24]=3)(=[O:22])=[O:21])[C:5]=2[CH:4]=[CH:3][CH:2]=1.C(N(CC)CC)C. Product: [CH:1]1[C:11]2[CH2:10][CH2:9][C:8]3[CH:12]=[CH:13][CH:14]=[CH:15][C:7]=3[N:6]([CH2:16][C:17](=[O:34])[CH2:18][NH:19][S:20]([C:23]3[CH:24]=[CH:25][C:26]([O:29][C:30]([F:33])([F:31])[F:32])=[CH:27][CH:28]=3)(=[O:22])=[O:21])[C:5]=2[CH:4]=[CH:3][CH:2]=1. The catalyst class is: 16. (8) Reactant: [C:1]([CH2:3][C:4]1([N:17]2[CH2:20][CH:19]([CH2:21][NH:22][C@@H:23]3[CH2:25][C@H:24]3[C:26]3[CH:31]=[CH:30][CH:29]=[CH:28][CH:27]=3)[CH2:18]2)[CH2:9][CH2:8][N:7](C(OC(C)(C)C)=[O:11])[CH2:6][CH2:5]1)#[N:2].[C:32]([OH:38])([C:34]([F:37])([F:36])[F:35])=[O:33]. Product: [C:1](#[N:2])[CH3:3].[OH2:11].[C:32]([OH:38])([C:34]([F:37])([F:36])[F:35])=[O:33].[C:26]1([C@@H:24]2[CH2:25][C@H:23]2[NH:22][CH2:21][CH:19]2[CH2:18][N:17]([C:4]3([CH2:3][C:1]#[N:2])[CH2:9][CH2:8][NH:7][CH2:6][CH2:5]3)[CH2:20]2)[CH:31]=[CH:30][CH:29]=[CH:28][CH:27]=1.[C:32]([OH:38])([C:34]([F:37])([F:36])[F:35])=[O:33]. The catalyst class is: 2.